From a dataset of Peptide-MHC class I binding affinity with 185,985 pairs from IEDB/IMGT. Regression. Given a peptide amino acid sequence and an MHC pseudo amino acid sequence, predict their binding affinity value. This is MHC class I binding data. The peptide sequence is NTVATLYCV. The MHC is HLA-A69:01 with pseudo-sequence HLA-A69:01. The binding affinity (normalized) is 1.00.